Task: Regression. Given two drug SMILES strings and cell line genomic features, predict the synergy score measuring deviation from expected non-interaction effect.. Dataset: NCI-60 drug combinations with 297,098 pairs across 59 cell lines (1) Drug 1: CN1CCC(CC1)COC2=C(C=C3C(=C2)N=CN=C3NC4=C(C=C(C=C4)Br)F)OC. Drug 2: C1=CC(=CC=C1CC(C(=O)O)N)N(CCCl)CCCl.Cl. Cell line: K-562. Synergy scores: CSS=39.3, Synergy_ZIP=1.63, Synergy_Bliss=5.79, Synergy_Loewe=-4.09, Synergy_HSA=3.03. (2) Drug 1: CC1=C2C(C(=O)C3(C(CC4C(C3C(C(C2(C)C)(CC1OC(=O)C(C(C5=CC=CC=C5)NC(=O)OC(C)(C)C)O)O)OC(=O)C6=CC=CC=C6)(CO4)OC(=O)C)O)C)O. Drug 2: CC1CCC2CC(C(=CC=CC=CC(CC(C(=O)C(C(C(=CC(C(=O)CC(OC(=O)C3CCCCN3C(=O)C(=O)C1(O2)O)C(C)CC4CCC(C(C4)OC)OCCO)C)C)O)OC)C)C)C)OC. Cell line: IGROV1. Synergy scores: CSS=10.2, Synergy_ZIP=-0.886, Synergy_Bliss=3.45, Synergy_Loewe=-0.717, Synergy_HSA=0.999. (3) Drug 1: C(CC(=O)O)C(=O)CN.Cl. Drug 2: CS(=O)(=O)OCCCCOS(=O)(=O)C. Cell line: PC-3. Synergy scores: CSS=18.3, Synergy_ZIP=-3.68, Synergy_Bliss=0.916, Synergy_Loewe=0.0249, Synergy_HSA=2.20. (4) Drug 1: CNC(=O)C1=CC=CC=C1SC2=CC3=C(C=C2)C(=NN3)C=CC4=CC=CC=N4. Drug 2: C(CN)CNCCSP(=O)(O)O. Cell line: RPMI-8226. Synergy scores: CSS=43.1, Synergy_ZIP=41.7, Synergy_Bliss=42.0, Synergy_Loewe=36.9, Synergy_HSA=36.9. (5) Drug 1: C1CCN(CC1)CCOC2=CC=C(C=C2)C(=O)C3=C(SC4=C3C=CC(=C4)O)C5=CC=C(C=C5)O. Drug 2: C1=CC(=C2C(=C1NCCNCCO)C(=O)C3=C(C=CC(=C3C2=O)O)O)NCCNCCO. Cell line: DU-145. Synergy scores: CSS=58.3, Synergy_ZIP=9.15, Synergy_Bliss=6.55, Synergy_Loewe=-23.0, Synergy_HSA=5.38. (6) Drug 1: C1CC(=O)NC(=O)C1N2CC3=C(C2=O)C=CC=C3N. Drug 2: C(CCl)NC(=O)N(CCCl)N=O. Cell line: HCT-15. Synergy scores: CSS=5.03, Synergy_ZIP=-1.26, Synergy_Bliss=0.358, Synergy_Loewe=0.691, Synergy_HSA=0.707.